From a dataset of Peptide-MHC class I binding affinity with 185,985 pairs from IEDB/IMGT. Regression. Given a peptide amino acid sequence and an MHC pseudo amino acid sequence, predict their binding affinity value. This is MHC class I binding data. The peptide sequence is SVEPYTSNI. The MHC is HLA-A02:01 with pseudo-sequence HLA-A02:01. The binding affinity (normalized) is 0.0983.